Dataset: Full USPTO retrosynthesis dataset with 1.9M reactions from patents (1976-2016). Task: Predict the reactants needed to synthesize the given product. Given the product [CH:1]1([N:4]2[C:8]3[C:9]([O:22][C@@H:23]([C@H:25]4[CH2:29][NH:28][C:27](=[O:30])[CH2:26]4)[CH3:24])=[CH:10][C:11]([C:32]4[CH:36]=[C:35]([CH3:37])[N:34]([CH3:38])[N:33]=4)=[CH:12][C:7]=3[N:6]=[CH:5]2)[CH2:3][CH2:2]1, predict the reactants needed to synthesize it. The reactants are: [CH:1]1([N:4]2[C:8]3[C:9]([O:22][C@@H:23]([C@H:25]4[CH2:29][NH:28][C:27](=[O:30])[CH2:26]4)[CH3:24])=[CH:10][C:11](B4OC(C)(C)C(C)(C)O4)=[CH:12][C:7]=3[N:6]=[CH:5]2)[CH2:3][CH2:2]1.I[C:32]1[CH:36]=[C:35]([CH3:37])[N:34]([CH3:38])[N:33]=1.C([O-])([O-])=O.[Na+].[Na+].N#N.